From a dataset of Full USPTO retrosynthesis dataset with 1.9M reactions from patents (1976-2016). Predict the reactants needed to synthesize the given product. (1) Given the product [CH2:1]([N:8]1[CH2:12][C@H:11]([OH:14])[C@@H:10]([OH:15])[CH2:9]1)[C:2]1[CH:3]=[CH:4][CH:5]=[CH:6][CH:7]=1, predict the reactants needed to synthesize it. The reactants are: [CH2:1]([N:8]1[C:12](=O)[C@H:11]([OH:14])[C@@H:10]([OH:15])[C:9]1=O)[C:2]1[CH:7]=[CH:6][CH:5]=[CH:4][CH:3]=1.[H-].[H-].[H-].[H-].[Li+].[Al+3]. (2) Given the product [O:1]=[C:2]1[NH:10][C:5]2=[N:6][CH:7]=[CH:8][CH:9]=[C:4]2[N:3]1[CH:11]1[CH2:12][CH2:13][N:14]([C:17]([O:19][C@H:20]2[C:30]3[C:25](=[N:26][CH:27]=[CH:28][N:29]=3)[C@@H:24]([NH2:31])[C@H:23]([C:39]3[CH:44]=[CH:43][CH:42]=[C:41]([F:45])[C:40]=3[F:46])[CH2:22][CH2:21]2)=[O:18])[CH2:15][CH2:16]1, predict the reactants needed to synthesize it. The reactants are: [O:1]=[C:2]1[NH:10][C:5]2=[N:6][CH:7]=[CH:8][CH:9]=[C:4]2[N:3]1[CH:11]1[CH2:16][CH2:15][N:14]([C:17]([O:19][C@H:20]2[C:30]3[C:25](=[N:26][CH:27]=[CH:28][N:29]=3)[C@@H:24]([NH:31]C(OC(C)(C)C)=O)[C@H:23]([C:39]3[CH:44]=[CH:43][CH:42]=[C:41]([F:45])[C:40]=3[F:46])[CH2:22][CH2:21]2)=[O:18])[CH2:13][CH2:12]1.FC(F)(F)C(O)=O.CO. (3) Given the product [Cl:1][C:2]1[CH:3]=[C:4]([CH2:9][C:10]([OH:12])=[O:11])[CH:5]=[CH:6][C:7]=1[O:8][CH2:17][C:16]1[CH:19]=[CH:20][CH:21]=[CH:22][C:15]=1[O:14][CH3:13], predict the reactants needed to synthesize it. The reactants are: [Cl:1][C:2]1[CH:3]=[C:4]([CH2:9][C:10]([OH:12])=[O:11])[CH:5]=[CH:6][C:7]=1[OH:8].[CH3:13][O:14][C:15]1[CH:22]=[CH:21][CH:20]=[CH:19][C:16]=1[CH2:17]Cl. (4) The reactants are: [CH3:1][C:2]1[N:3]([C:8]2[CH:9]=[C:10]([CH:14]=[CH:15][C:16]=2[C:17]([O:19][CH3:20])=[O:18])[C:11](O)=[O:12])[C:4]([CH3:7])=[CH:5][CH:6]=1.C(N(CC)CC)C.ClC(OCC)=O.[NH2:34][NH2:35]. Given the product [CH3:1][C:2]1[N:3]([C:8]2[CH:9]=[C:10]([C:11]([NH:34][NH2:35])=[O:12])[CH:14]=[CH:15][C:16]=2[C:17]([O:19][CH3:20])=[O:18])[C:4]([CH3:7])=[CH:5][CH:6]=1, predict the reactants needed to synthesize it. (5) Given the product [OH:3][CH2:4][C:5]1[CH:6]=[C:7]([S:11]([NH:14][CH:15]([CH3:17])[CH3:16])(=[O:12])=[O:13])[CH:8]=[CH:9][CH:10]=1, predict the reactants needed to synthesize it. The reactants are: [H-].[Na+].[OH:3][CH2:4][C:5]1[CH:6]=[C:7]([S:11]([NH2:14])(=[O:13])=[O:12])[CH:8]=[CH:9][CH:10]=1.[CH:15](I)([CH3:17])[CH3:16].Cl. (6) The reactants are: Br[C:2]1[CH:3]=[C:4]([C:36]2[CH:37]=[CH:38][C:39]([Cl:51])=[C:40]3[C:44]=2[N:43]([CH3:45])[N:42]=[C:41]3[NH:46][S:47]([CH3:50])(=[O:49])=[O:48])[C:5]([C@@H:8]([NH:18][C:19](=[O:35])[CH2:20][N:21]2[C:25]3[C:26]([F:31])([F:30])[C@@H:27]4[CH2:29][C@@H:28]4[C:24]=3[C:23]([CH:32]([F:34])[F:33])=[N:22]2)[CH2:9][C:10]2[CH:15]=[C:14]([F:16])[CH:13]=[C:12]([F:17])[CH:11]=2)=[N:6][CH:7]=1.[O:52]1[CH2:55][CH:54]([N:56]2[CH:60]=[C:59](B3OC(C)(C)C(C)(C)O3)[CH:58]=[N:57]2)[CH2:53]1.C([O-])([O-])=O.[K+].[K+]. Given the product [Cl:51][C:39]1[CH:38]=[CH:37][C:36]([C:4]2[C:5]([C@@H:8]([NH:18][C:19](=[O:35])[CH2:20][N:21]3[C:25]4[C:26]([F:30])([F:31])[C@@H:27]5[CH2:29][C@@H:28]5[C:24]=4[C:23]([CH:32]([F:33])[F:34])=[N:22]3)[CH2:9][C:10]3[CH:15]=[C:14]([F:16])[CH:13]=[C:12]([F:17])[CH:11]=3)=[N:6][CH:7]=[C:2]([C:59]3[CH:58]=[N:57][N:56]([CH:54]4[CH2:55][O:52][CH2:53]4)[CH:60]=3)[CH:3]=2)=[C:44]2[C:40]=1[C:41]([NH:46][S:47]([CH3:50])(=[O:48])=[O:49])=[N:42][N:43]2[CH3:45], predict the reactants needed to synthesize it. (7) Given the product [ClH:19].[Br:1][C:2]1[CH:3]=[C:4]2[C:9](=[CH:10][CH:11]=1)[N:8]=[C:7]([NH:12][CH3:13])[N:6]=[CH:5]2, predict the reactants needed to synthesize it. The reactants are: [Br:1][C:2]1[CH:3]=[C:4]2[C:9](=[CH:10][CH:11]=1)[N:8]=[C:7]([NH:12][CH:13]=O)[N:6]=[CH:5]2.[H-].[Na+].CI.[ClH:19]. (8) Given the product [CH2:1]([CH:3]([CH2:29][CH2:30][CH2:31][CH3:32])[CH2:4][C:5]1[CH:6]=[C:7]2[C:24]3[CH:28]=[CH:27][S:26][C:25]=3[C:20]3[S:21][CH:22]=[CH:23][C:19]=3[C:8]2=[CH:9][C:10]=1[CH2:11][CH:12]([CH2:17][CH3:18])[CH2:13][CH2:14][CH2:15][CH3:16])[CH3:2], predict the reactants needed to synthesize it. The reactants are: [CH2:1]([CH:3]([CH2:29][CH2:30][CH2:31][CH3:32])[CH2:4][C:5]1[C:10]([CH2:11][CH:12]([CH2:17][CH3:18])[CH2:13][CH2:14][CH2:15][CH3:16])=[CH:9][C:8]([C:19]2[CH:23]=[CH:22][S:21][CH:20]=2)=[C:7]([C:24]2[CH:28]=[CH:27][S:26][CH:25]=2)[CH:6]=1)[CH3:2].B(F)(F)F.CCOCC.C(C1C(=O)C(Cl)=C(Cl)C(=O)C=1C#N)#N. (9) The reactants are: [CH2:1]([O:3][C:4](=[O:17])[CH:5]([O:14][CH2:15][CH3:16])[CH2:6][C:7]1[CH:12]=[CH:11][C:10]([OH:13])=[CH:9][CH:8]=1)[CH3:2].[C:18]([C:20]1[CH:28]=[CH:27][C:23]([CH2:24][CH2:25]O)=[CH:22][CH:21]=1)#[N:19]. Given the product [CH2:1]([O:3][C:4](=[O:17])[CH:5]([O:14][CH2:15][CH3:16])[CH2:6][C:7]1[CH:8]=[CH:9][C:10]([O:13][CH2:25][CH2:24][C:23]2[CH:27]=[CH:28][C:20]([C:18]#[N:19])=[CH:21][CH:22]=2)=[CH:11][CH:12]=1)[CH3:2], predict the reactants needed to synthesize it. (10) Given the product [Cl:31][C:25]1[CH:26]=[C:27]([Cl:30])[CH:28]=[CH:29][C:24]=1[CH:11]([C:12]1[C:20]2[C:15](=[C:16]([CH2:21][S:22][CH3:23])[CH:17]=[CH:18][CH:19]=2)[NH:14][CH:13]=1)[CH2:10][CH2:9][C:1]#[N:2], predict the reactants needed to synthesize it. The reactants are: [C-:1]#[N:2].[K+].CS(O[CH2:9][CH2:10][CH:11]([C:24]1[CH:29]=[CH:28][C:27]([Cl:30])=[CH:26][C:25]=1[Cl:31])[C:12]1[C:20]2[C:15](=[C:16]([CH2:21][S:22][CH3:23])[CH:17]=[CH:18][CH:19]=2)[NH:14][CH:13]=1)(=O)=O.